This data is from Full USPTO retrosynthesis dataset with 1.9M reactions from patents (1976-2016). The task is: Predict the reactants needed to synthesize the given product. (1) Given the product [C:1]([O:5][C:6]([N:8]1[C:16]2[C:11](=[C:12]([CH3:17])[CH:13]=[CH:14][CH:15]=2)[CH:10]=[C:9]1[B:18]([OH:23])[OH:19])=[O:7])([CH3:4])([CH3:3])[CH3:2], predict the reactants needed to synthesize it. The reactants are: [C:1]([O:5][C:6]([N:8]1[C:16]2[C:11](=[C:12]([CH3:17])[CH:13]=[CH:14][CH:15]=2)[CH:10]=[CH:9]1)=[O:7])([CH3:4])([CH3:3])[CH3:2].[B:18](OC(C)C)([O:23]C(C)C)[O:19]C(C)C.C(NC(C)C)(C)C.[Li].Cl. (2) Given the product [C:1]([C:3]1[CH:4]=[C:5]([C:9]([OH:11])=[O:10])[NH:6][C:7]=1[CH3:8])#[N:2], predict the reactants needed to synthesize it. The reactants are: [C:1]([C:3]1[CH:4]=[C:5]([C:9]([O:11]CC)=[O:10])[NH:6][C:7]=1[CH3:8])#[N:2].[Li+].[OH-].Cl.